This data is from Forward reaction prediction with 1.9M reactions from USPTO patents (1976-2016). The task is: Predict the product of the given reaction. (1) Given the reactants [NH2:1][C:2]1[C:11]2[C:6](=[CH:7][CH:8]=[CH:9][CH:10]=2)[CH:5]=[CH:4][C:3]=1[C:12]([OH:21])([C:17]([F:20])([F:19])[F:18])[C:13]([F:16])([F:15])[F:14].[C:22]1([CH3:31])[CH:27]=[CH:26][C:25]([C:28](Cl)=[O:29])=[CH:24][CH:23]=1, predict the reaction product. The product is: [CH3:31][C:22]1[CH:27]=[CH:26][C:25]([C:28]([NH:1][C:2]2[C:11]3[C:6](=[CH:7][CH:8]=[CH:9][CH:10]=3)[CH:5]=[CH:4][C:3]=2[C:12]([OH:21])([C:13]([F:14])([F:15])[F:16])[C:17]([F:18])([F:19])[F:20])=[O:29])=[CH:24][CH:23]=1. (2) Given the reactants [H-].[Na+].[NH:3]1[C:11]2[C:6](=[CH:7][CH:8]=[CH:9][CH:10]=2)[CH:5]=[CH:4]1.Cl[C:13]1[C:22]2[C:17](=[CH:18][CH:19]=[CH:20][CH:21]=2)[N:16]=[C:15]([C:23]2[CH:28]=[CH:27][CH:26]=[CH:25][CH:24]=2)[CH:14]=1, predict the reaction product. The product is: [N:3]1([C:13]2[C:22]3[C:17](=[CH:18][CH:19]=[CH:20][CH:21]=3)[N:16]=[C:15]([C:23]3[CH:28]=[CH:27][CH:26]=[CH:25][CH:24]=3)[CH:14]=2)[C:11]2[C:6](=[CH:7][CH:8]=[CH:9][CH:10]=2)[CH:5]=[CH:4]1. (3) Given the reactants C[Si](Cl)(C)C.[CH:6]1([Mg]Cl)[CH2:11][CH2:10][CH2:9][CH2:8][CH2:7]1.[CH3:14][C:15]([CH3:22])=[CH:16][C:17]([O:19][CH2:20][CH3:21])=[O:18].[Cl-].[NH4+], predict the reaction product. The product is: [CH:6]1([C:15]([CH3:22])([CH3:14])[CH2:16][C:17]([O:19][CH2:20][CH3:21])=[O:18])[CH2:11][CH2:10][CH2:9][CH2:8][CH2:7]1. (4) Given the reactants [F:1][C:2]1[CH:7]=[C:6]([F:8])[CH:5]=[CH:4][C:3]=1[C@:9]12[CH2:17][O:16][C@H:15]([CH2:18][O:19]C(C3C=CC=CC=3)(C3C=CC=CC=3)C3C=CC=CC=3)[C@H:14]1[CH2:13][S:12][C:11]([NH:39][C:40](=[O:47])[C:41]1[CH:46]=[CH:45][CH:44]=[CH:43][CH:42]=1)=[N:10]2.O.C(=O)([O-])[O-].[K+].[K+], predict the reaction product. The product is: [F:1][C:2]1[CH:7]=[C:6]([F:8])[CH:5]=[CH:4][C:3]=1[C@:9]12[CH2:17][O:16][C@H:15]([CH2:18][OH:19])[C@H:14]1[CH2:13][S:12][C:11]([NH:39][C:40](=[O:47])[C:41]1[CH:42]=[CH:43][CH:44]=[CH:45][CH:46]=1)=[N:10]2.